From a dataset of Experimentally validated miRNA-target interactions with 360,000+ pairs, plus equal number of negative samples. Binary Classification. Given a miRNA mature sequence and a target amino acid sequence, predict their likelihood of interaction. Result: 0 (no interaction). The protein sequence of the target gene is MSMRPVPGSLSSLLHLHNRQRQPMPASMPGTLPNPTMPGSSAVLMPMERQMSVNSSIMGMQGPNLSNPCASPQVQPMHSEAKMRLKAALTHHPAAMSNGNMSTIGHMMEMMGSRQDQTPHHHLHSHPHQHQTLPPHHPYPHQHQHPAHHPHPQPHHQQNHPHHHSHSHLHAHPAHHQTSPHPPLHTGNQAQVSPATQQMQPTQTIQPPQPTGGRRRRVVDEDPDERRRKFLERNRAAATRCRQKRKVWVMSLEKKAEELTQTNMQLQNEVSMLKNEVAQLKQLLLTHKDCPITAMQKESQ.... The miRNA is hsa-miR-4739 with sequence AAGGGAGGAGGAGCGGAGGGGCCCU.